Task: Regression. Given a target protein amino acid sequence and a drug SMILES string, predict the binding affinity score between them. We predict pIC50 (pIC50 = -log10(IC50 in M); higher means more potent). Dataset: bindingdb_ic50.. Dataset: Drug-target binding data from BindingDB using IC50 measurements (1) The small molecule is COCON1C(=O)/C(=C/c2ccccc2)N(Cc2ccccc2)[C@@H](CC(C)C)C1=O. The target protein (P03433) has sequence MEDFVRQCFNPMIVELAEKTMKEYGEDLKIETNKFAAICTHLEVCFMYSDFHFINEQGESIIVELGDPNALLKHRFEIIEGRDRTMAWTVVNSICNTTGAEKPKFLPDLYDYKENRFIEIGVTRREVHIYYLEKANKIKSEKTHIHIFSFTGEEMATKADYTLDEESRARIKTRLFTIRQEMASRGLWDSFRQSERGEETIEERFEITGTMRKLADQSLPPNFSSLENFRAYVDGFEPNGYIEGKLSQMSKEVNARIEPFLKTTPRPLRLPNGPPCSQRSKFLLMDALKLSIEDPSHEGEGIPLYDAIKCMRTFFGWKEPNVVKPHEKGINPNYLLSWKQVLAELQDIENEEKIPKTKNMKKTSQLKWALGENMAPEKVDFDDCKDVGDLKQYDSDEPELRSLASWIQNEFNKACELTDSSWIELDEIGEDVAPIEHIASMRRNYFTSEVSHCRATEYIMKGVYINTALLNASCAAMDDFQLIPMISKCRTKEGRRKTNL.... The pIC50 is 3.7. (2) The compound is CNC(C)C(=O)Nc1cc(-c2ccncc2C)cc(NC(=O)c2ccc(Cl)cn2)n1. The target protein sequence is AARFKTFFNWPSSVLVNPEQLASAGFYYVGNSDDVKCFCCDGGLRCWESGDDPWVQHAKWFPRCEYLIRIKGQEFIRQVQASYPHLLEQLLSTSDSPGDENAESSIIH. The pIC50 is 7.8. (3) The drug is O=C(CN1C(=O)C2(OCCO2)c2cc(Cl)ccc21)NO. The target protein (P15144) has sequence MAKGFYISKSLGILGILLGVAAVCTIIALSVVYSQEKNKNANSSPVASTTPSASATTNPASATTLDQSKAWNRYRLPNTLKPDSYRVTLRPYLTPNDRGLYVFKGSSTVRFTCKEATDVIIIHSKKLNYTLSQGHRVVLRGVGGSQPPDIDKTELVEPTEYLVVHLKGSLVKDSQYEMDSEFEGELADDLAGFYRSEYMEGNVRKVVATTQMQAADARKSFPCFDEPAMKAEFNITLIHPKDLTALSNMLPKGPSTPLPEDPNWNVTEFHTTPKMSTYLLAFIVSEFDYVEKQASNGVLIRIWARPSAIAAGHGDYALNVTGPILNFFAGHYDTPYPLPKSDQIGLPDFNAGAMENWGLVTYRENSLLFDPLSSSSSNKERVVTVIAHELAHQWFGNLVTIEWWNDLWLNEGFASYVEYLGADYAEPTWNLKDLMVLNDVYRVMAVDALASSHPLSTPASEINTPAQISELFDAISYSKGASVLRMLSSFLSEDVFKQGL.... The pIC50 is 5.0. (4) The compound is COc1ccc(C#Cc2ccc(C(=O)N3CCN(C(C)C)CC3)cc2)cc1. The target protein (Q14832) has sequence MKMLTRLQVLTLALFSKGFLLSLGDHNFLRREIKIEGDLVLGGLFPINEKGTGTEECGRINEDRGIQRLEAMLFAIDEINKDDYLLPGVKLGVHILDTCSRDTYALEQSLEFVRASLTKVDEAEYMCPDGSYAIQENIPLLIAGVIGGSYSSVSIQVANLLRLFQIPQISYASTSAKLSDKSRYDYFARTVPPDFYQAKAMAEILRFFNWTYVSTVASEGDYGETGIEAFEQEARLRNICIATAEKVGRSNIRKSYDSVIRELLQKPNARVVVLFMRSDDSRELIAAASRANASFTWVASDGWGAQESIIKGSEHVAYGAITLELASQPVRQFDRYFQSLNPYNNHRNPWFRDFWEQKFQCSLQNKRNHRRVCDKHLAIDSSNYEQESKIMFVVNAVYAMAHALHKMQRTLCPNTTKLCDAMKILDGKKLYKDYLLKINFTAPFNPNKDADSIVKFDTFGDGMGRYNVFNFQNVGGKYSYLKVGHWAETLSLDVNSIHWS.... The pIC50 is 5.0. (5) The small molecule is O=NC(Cc1ccc(O)c(Br)c1)C(=O)NCCSSCCNC(=O)C(Cc1ccc(O)c(Br)c1)N=O. The target protein (Q14376) has sequence MAEKVLVTGGAGYIGSHTVLELLEAGYLPVVIDNFHNAFRGGGSLPESLRRVQELTGRSVEFEEMDILDQGALQRLFKKYSFMAVIHFAGLKAVGESVQKPLDYYRVNLTGTIQLLEIMKAHGVKNLVFSSSATVYGNPQYLPLDEAHPTGGCTNPYGKSKFFIEEMIRDLCQADKTWNAVLLRYFNPTGAHASGCIGEDPQGIPNNLMPYVSQVAIGRREALNVFGNDYDTEDGTGVRDYIHVVDLAKGHIAALRKLKEQCGCRIYNLGTGTGYSVLQMVQAMEKASGKKIPYKVVARREGDVAACYANPSLAQEELGWTAALGLDRMCEDLWRWQKQNPSGFGTQA. The pIC50 is 5.4.